Dataset: Reaction yield outcomes from USPTO patents with 853,638 reactions. Task: Predict the reaction yield, written as a fraction of the theoretical maximum amount of product (1.0 means a 100% yield; for example, 0.34 means a 34% yield). The reactants are ClC(OC(Cl)C)=O.C([N:15]1[CH2:20][CH2:19][C:18]([C:27]2[N:32]=[C:31]([Cl:33])[N:30]=[C:29]([N:34]3[CH2:39][CH2:38][O:37][CH2:36][C@H:35]3[CH3:40])[CH:28]=2)([S:21]([CH:24]2[CH2:26][CH2:25]2)(=[O:23])=[O:22])[CH2:17][CH2:16]1)C1C=CC=CC=1.[C:49](O[C:49]([O:51][C:52]([CH3:55])([CH3:54])[CH3:53])=[O:50])([O:51][C:52]([CH3:55])([CH3:54])[CH3:53])=[O:50].C(N(C(C)C)C(C)C)C. The catalyst is C(Cl)Cl.CO. The product is [Cl:33][C:31]1[N:32]=[C:27]([C:18]2([S:21]([CH:24]3[CH2:25][CH2:26]3)(=[O:23])=[O:22])[CH2:19][CH2:20][N:15]([C:49]([O:51][C:52]([CH3:53])([CH3:54])[CH3:55])=[O:50])[CH2:16][CH2:17]2)[CH:28]=[C:29]([N:34]2[CH2:39][CH2:38][O:37][CH2:36][C@H:35]2[CH3:40])[N:30]=1. The yield is 0.640.